Dataset: Forward reaction prediction with 1.9M reactions from USPTO patents (1976-2016). Task: Predict the product of the given reaction. (1) Given the reactants [O:1]=[S:2]1(=[O:17])[CH2:6][CH2:5][CH2:4][N:3]1[C:7]1[CH:15]=[CH:14][C:10]([C:11]([OH:13])=O)=[C:9]([F:16])[CH:8]=1.Cl.[CH:19]1([C:22]2[C:23]([N:31]3[CH2:36][CH2:35][NH:34][CH2:33][CH2:32]3)=[N:24][CH:25]=[C:26]([CH:28]3[CH2:30][CH2:29]3)[CH:27]=2)[CH2:21][CH2:20]1, predict the reaction product. The product is: [CH:19]1([C:22]2[C:23]([N:31]3[CH2:32][CH2:33][N:34]([C:11]([C:10]4[CH:14]=[CH:15][C:7]([N:3]5[CH2:4][CH2:5][CH2:6][S:2]5(=[O:1])=[O:17])=[CH:8][C:9]=4[F:16])=[O:13])[CH2:35][CH2:36]3)=[N:24][CH:25]=[C:26]([CH:28]3[CH2:30][CH2:29]3)[CH:27]=2)[CH2:20][CH2:21]1. (2) Given the reactants C(Cl)(Cl)=O.[NH2:5][C:6]1[CH:7]=[C:8]([C@@H:12]([NH:19][C:20]([O:22][CH2:23][C:24]2[CH:29]=[CH:28][CH:27]=[CH:26][CH:25]=2)=[O:21])[CH2:13][C:14]([O:16][CH2:17][CH3:18])=[O:15])[CH:9]=[CH:10][CH:11]=1.[C:30]([O-:33])(O)=[O:31].[Na+].[Br:35][C:36]1[CH:41]=[CH:40][C:39]([CH2:42][CH2:43]O)=[C:38]([CH3:45])[CH:37]=1.[N-]=C=O.[H-].[Na+].[Cl-].[NH4+], predict the reaction product. The product is: [CH2:23]([O:22][C:20]([NH:19][C@H:12]([C:8]1[CH:9]=[CH:10][CH:11]=[C:6]([NH:5][C:30]([O:33][CH2:43][CH2:42][C:39]2[CH:40]=[CH:41][C:36]([Br:35])=[CH:37][C:38]=2[CH3:45])=[O:31])[CH:7]=1)[CH2:13][C:14]([O:16][CH2:17][CH3:18])=[O:15])=[O:21])[C:24]1[CH:25]=[CH:26][CH:27]=[CH:28][CH:29]=1. (3) Given the reactants [CH3:1][O:2][C:3](=[O:14])[C:4]1[CH:9]=[CH:8][C:7]([I:10])=[C:6]([N+:11]([O-])=O)[CH:5]=1, predict the reaction product. The product is: [CH3:1][O:2][C:3](=[O:14])[C:4]1[CH:9]=[CH:8][C:7]([I:10])=[C:6]([NH2:11])[CH:5]=1. (4) Given the reactants [Br:1][C:2]1[CH:10]=[C:9]2[C:5]([CH2:6][C:7](=[O:11])[NH:8]2)=[CH:4][CH:3]=1.[Cl-].[Cl-].[Cl-].[Al+3].[Cl:16][CH2:17][C:18](Cl)=[O:19], predict the reaction product. The product is: [Br:1][C:2]1[CH:10]=[C:9]2[C:5]([CH2:6][C:7](=[O:11])[NH:8]2)=[CH:4][C:3]=1[C:18](=[O:19])[CH2:17][Cl:16]. (5) Given the reactants Cl.[NH2:2][CH:3]([C:13]1[C:17](=[O:18])[CH2:16][CH2:15][C:14]=1[NH:19][C:20]1[CH:25]=[CH:24][N:23]=[C:22]([C:26]([F:29])([F:28])[F:27])[CH:21]=1)[C:4]1[CH:11]=[CH:10][C:7]([C:8]#[N:9])=[CH:6][C:5]=1[Br:12].[C:30](N1C=CN=C1)(N1C=CN=C1)=[O:31].C(N(CC)CC)C, predict the reaction product. The product is: [Br:12][C:5]1[CH:6]=[C:7]([CH:10]=[CH:11][C:4]=1[CH:3]1[C:13]2[C:17](=[O:18])[CH2:16][CH2:15][C:14]=2[N:19]([C:20]2[CH:25]=[CH:24][N:23]=[C:22]([C:26]([F:29])([F:28])[F:27])[CH:21]=2)[C:30](=[O:31])[NH:2]1)[C:8]#[N:9]. (6) Given the reactants [NH2:1][C:2]1[CH:3]=[N:4][CH:5]=[CH:6][CH:7]=1.C(=O)([O-])[O-].[K+].[K+].CC(C)=O.[C:18](Cl)(=[O:22])[O:19][CH2:20][CH3:21], predict the reaction product. The product is: [NH:4]1[CH2:5][CH2:6][CH2:7][CH:2]([NH:1][C:18](=[O:22])[O:19][CH2:20][CH3:21])[CH2:3]1. (7) Given the reactants [CH2:1]([CH:4]1[C:17]2[C:12](=[C:13]([Cl:18])[CH:14]=[CH:15][CH:16]=2)[C:6]2([CH2:11][CH2:10][NH:9][CH2:8][CH2:7]2)[O:5]1)[CH:2]=[CH2:3].CCN(C(C)C)C(C)C.[CH:28]12[CH2:37][CH:32]3[CH2:33][CH:34]([CH2:36][CH:30]([CH2:31]3)[CH:29]1[N:38]=[C:39]=[O:40])[CH2:35]2, predict the reaction product. The product is: [CH:30]12[CH2:36][CH:34]3[CH2:33][CH:32]([CH2:37][CH:28]([CH2:35]3)[CH:29]1[NH:38][C:39]([N:9]1[CH2:10][CH2:11][C:6]3([C:12]4[C:17](=[CH:16][CH:15]=[CH:14][C:13]=4[Cl:18])[CH:4]([CH2:1][CH:2]=[CH2:3])[O:5]3)[CH2:7][CH2:8]1)=[O:40])[CH2:31]2.